Predict the reaction yield, written as a fraction of the theoretical maximum amount of product (1.0 means a 100% yield; for example, 0.34 means a 34% yield). From a dataset of Reaction yield outcomes from USPTO patents with 853,638 reactions. The reactants are [F:1][C:2]([F:39])([F:38])[C:3]1[CH:4]=[CH:5][C:6]([O:9][C:10]2[CH:11]=[C:12]([CH:16]=[C:17]3[CH2:22][CH2:21][CH:20]([NH:23][C:24]([C@@H:26]4[CH2:30][CH2:29][CH2:28][N:27]4C(OC(C)(C)C)=O)=[O:25])[CH2:19][CH2:18]3)[CH:13]=[CH:14][CH:15]=2)=[N:7][CH:8]=1.FC(F)(F)C(O)=O. The catalyst is C(Cl)Cl. The product is [F:39][C:2]([F:1])([F:38])[C:3]1[CH:4]=[CH:5][C:6]([O:9][C:10]2[CH:11]=[C:12]([CH:16]=[C:17]3[CH2:22][CH2:21][CH:20]([NH:23][C:24]([C@@H:26]4[CH2:30][CH2:29][CH2:28][NH:27]4)=[O:25])[CH2:19][CH2:18]3)[CH:13]=[CH:14][CH:15]=2)=[N:7][CH:8]=1. The yield is 0.200.